Dataset: Full USPTO retrosynthesis dataset with 1.9M reactions from patents (1976-2016). Task: Predict the reactants needed to synthesize the given product. (1) Given the product [CH2:1]([C:9]1[CH:10]=[CH:11][C:12]([CH:15]2[O:21][CH2:18][CH:17]([OH:20])[CH2:16]2)=[CH:13][CH:14]=1)[CH2:2][CH2:3][CH2:4][CH2:5][CH2:6][CH2:7][CH3:8], predict the reactants needed to synthesize it. The reactants are: [CH2:1]([C:9]1[CH:14]=[CH:13][C:12]([CH:15]([OH:21])[CH2:16][CH:17]([OH:20])[CH2:18]O)=[CH:11][CH:10]=1)[CH2:2][CH2:3][CH2:4][CH2:5][CH2:6][CH2:7][CH3:8].O.C1(C)C=CC(S(O)(=O)=O)=CC=1.CCOC(C)=O.CCCCCCC. (2) Given the product [O:13]1[CH:17]=[CH:16][C:15]([C:18]2[S:22][C:21]([S:23]([NH:1][C:2]3[S:3][CH:4]=[C:5]([CH2:7][C:8]([O:10][CH2:11][CH3:12])=[O:9])[N:6]=3)(=[O:25])=[O:24])=[CH:20][CH:19]=2)=[N:14]1, predict the reactants needed to synthesize it. The reactants are: [NH2:1][C:2]1[S:3][CH:4]=[C:5]([CH2:7][C:8]([O:10][CH2:11][CH3:12])=[O:9])[N:6]=1.[O:13]1[CH:17]=[CH:16][C:15]([C:18]2[S:22][C:21]([S:23](Cl)(=[O:25])=[O:24])=[CH:20][CH:19]=2)=[N:14]1.